This data is from Catalyst prediction with 721,799 reactions and 888 catalyst types from USPTO. The task is: Predict which catalyst facilitates the given reaction. (1) The catalyst class is: 2. Product: [Br:1][C:2]1[CH:7]=[CH:6][C:5]([CH2:8][CH2:9][NH:10][C:21](=[O:22])[C:20]([F:31])([F:30])[F:19])=[CH:4][CH:3]=1. Reactant: [Br:1][C:2]1[CH:7]=[CH:6][C:5]([CH2:8][CH2:9][NH2:10])=[CH:4][CH:3]=1.N1C(C)=CC=CC=1C.[F:19][C:20]([F:31])([F:30])[C:21](O[C:21](=[O:22])[C:20]([F:31])([F:30])[F:19])=[O:22].O. (2) Reactant: [Cl-].[Na+].[F:3][C:4]1[CH:5]=[CH:6][C:7]([N:10]2[CH:14]=[C:13]([C:15]([OH:17])=O)[C:12]([C:18]3[S:22][C:21]([CH3:23])=[N:20][CH:19]=3)=[N:11]2)=[N:8][CH:9]=1.[O-:24][N+:25]1[C:30]([C:31]([F:34])([F:33])[F:32])=[CH:29][CH:28]=[C:27]([C@H:35]([NH2:37])[CH3:36])[CH:26]=1.C(Cl)CCl.C1C=NC2N(O)N=NC=2C=1.C(N(CC)CC)C.C([O-])(O)=O.[Na+]. Product: [F:3][C:4]1[CH:5]=[CH:6][C:7]([N:10]2[CH:14]=[C:13]([C:15]([NH:37][C@@H:35]([C:27]3[CH:26]=[N+:25]([O-:24])[C:30]([C:31]([F:32])([F:33])[F:34])=[CH:29][CH:28]=3)[CH3:36])=[O:17])[C:12]([C:18]3[S:22][C:21]([CH3:23])=[N:20][CH:19]=3)=[N:11]2)=[N:8][CH:9]=1. The catalyst class is: 3. (3) Reactant: [CH2:1]([C:3]1[CH:8]=[C:7]([O:9]COCC[Si](C)(C)C)[C:6]([F:18])=[CH:5][C:4]=1[C:19]1[N:24]=[C:23]2[N:25](COCC[Si](C)(C)C)[N:26]=[C:27]([C:28](O)=[O:29])[C:22]2=[C:21]([NH:39][CH2:40][C:41]2[CH:46]=[CH:45][CH:44]=[CH:43][C:42]=2[N:47]([CH3:57])[S:48]([C:51]2[CH:56]=[CH:55][CH:54]=[CH:53][CH:52]=2)(=[O:50])=[O:49])[N:20]=1)[CH3:2].C[N:59]1CCOCC1.C(OC(Cl)=O)C(C)C.N. The catalyst class is: 1. Product: [CH2:1]([C:3]1[CH:8]=[C:7]([OH:9])[C:6]([F:18])=[CH:5][C:4]=1[C:19]1[N:24]=[C:23]2[NH:25][N:26]=[C:27]([C:28]([NH2:59])=[O:29])[C:22]2=[C:21]([NH:39][CH2:40][C:41]2[CH:46]=[CH:45][CH:44]=[CH:43][C:42]=2[N:47]([CH3:57])[S:48]([C:51]2[CH:52]=[CH:53][CH:54]=[CH:55][CH:56]=2)(=[O:49])=[O:50])[N:20]=1)[CH3:2]. (4) Reactant: [C:1]([O:20][CH2:21][CH2:22][C:23]([O:25]C(C)(C)C)=[O:24])([C:14]1[CH:19]=[CH:18][CH:17]=[CH:16][CH:15]=1)([C:8]1[CH:13]=[CH:12][CH:11]=[CH:10][CH:9]=1)[C:2]1[CH:7]=[CH:6][CH:5]=[CH:4][CH:3]=1.[OH-].[Na+]. Product: [C:1]([O:20][CH2:21][CH2:22][C:23]([OH:25])=[O:24])([C:8]1[CH:9]=[CH:10][CH:11]=[CH:12][CH:13]=1)([C:14]1[CH:19]=[CH:18][CH:17]=[CH:16][CH:15]=1)[C:2]1[CH:3]=[CH:4][CH:5]=[CH:6][CH:7]=1. The catalyst class is: 8. (5) Product: [CH3:1][C:2]1[N:7]=[C:6]([S:8][CH2:17][N:18]2[CH:22]=[CH:21][CH:20]=[N:19]2)[N:5]=[C:4]([OH:9])[CH:3]=1. Reactant: [CH3:1][C:2]1[N:7]=[C:6]([SH:8])[N:5]=[C:4]([OH:9])[CH:3]=1.C(=O)([O-])[O-].[K+].[K+].Br[CH2:17][N:18]1[CH:22]=[CH:21][CH:20]=[N:19]1. The catalyst class is: 3.